Dataset: Merck oncology drug combination screen with 23,052 pairs across 39 cell lines. Task: Regression. Given two drug SMILES strings and cell line genomic features, predict the synergy score measuring deviation from expected non-interaction effect. (1) Drug 1: CN1C(=O)C=CC2(C)C3CCC4(C)C(NC(=O)OCC(F)(F)F)CCC4C3CCC12. Drug 2: N#Cc1ccc(Cn2cncc2CN2CCN(c3cccc(Cl)c3)C(=O)C2)cc1. Cell line: SW837. Synergy scores: synergy=9.17. (2) Drug 1: COC1CC2CCC(C)C(O)(O2)C(=O)C(=O)N2CCCCC2C(=O)OC(C(C)CC2CCC(OP(C)(C)=O)C(OC)C2)CC(=O)C(C)C=C(C)C(O)C(OC)C(=O)C(C)CC(C)C=CC=CC=C1C. Drug 2: Cn1cc(-c2cnn3c(N)c(Br)c(C4CCCNC4)nc23)cn1. Cell line: OV90. Synergy scores: synergy=20.7. (3) Drug 1: CC(C)CC(NC(=O)C(Cc1ccccc1)NC(=O)c1cnccn1)B(O)O. Drug 2: COC1CC2CCC(C)C(O)(O2)C(=O)C(=O)N2CCCCC2C(=O)OC(C(C)CC2CCC(OP(C)(C)=O)C(OC)C2)CC(=O)C(C)C=C(C)C(O)C(OC)C(=O)C(C)CC(C)C=CC=CC=C1C. Cell line: LNCAP. Synergy scores: synergy=7.59. (4) Drug 1: NC1(c2ccc(-c3nc4ccn5c(=O)[nH]nc5c4cc3-c3ccccc3)cc2)CCC1. Drug 2: CC(C)CC(NC(=O)C(Cc1ccccc1)NC(=O)c1cnccn1)B(O)O. Cell line: ZR751. Synergy scores: synergy=-12.0. (5) Drug 1: CCC1=CC2CN(C1)Cc1c([nH]c3ccccc13)C(C(=O)OC)(c1cc3c(cc1OC)N(C)C1C(O)(C(=O)OC)C(OC(C)=O)C4(CC)C=CCN5CCC31C54)C2. Drug 2: COC1=C2CC(C)CC(OC)C(O)C(C)C=C(C)C(OC(N)=O)C(OC)C=CC=C(C)C(=O)NC(=CC1=O)C2=O. Cell line: SKMEL30. Synergy scores: synergy=4.74. (6) Drug 1: COC1=C2CC(C)CC(OC)C(O)C(C)C=C(C)C(OC(N)=O)C(OC)C=CC=C(C)C(=O)NC(=CC1=O)C2=O. Drug 2: CCc1cnn2c(NCc3ccc[n+]([O-])c3)cc(N3CCCCC3CCO)nc12. Cell line: NCIH23. Synergy scores: synergy=-12.5.